This data is from Peptide-MHC class I binding affinity with 185,985 pairs from IEDB/IMGT. The task is: Regression. Given a peptide amino acid sequence and an MHC pseudo amino acid sequence, predict their binding affinity value. This is MHC class I binding data. The peptide sequence is RVCAEMVAK. The MHC is HLA-B15:01 with pseudo-sequence HLA-B15:01. The binding affinity (normalized) is 0.0847.